This data is from Reaction yield outcomes from USPTO patents with 853,638 reactions. The task is: Predict the reaction yield, written as a fraction of the theoretical maximum amount of product (1.0 means a 100% yield; for example, 0.34 means a 34% yield). (1) The reactants are Cl[C:2]1[CH:7]=[CH:6][C:5]([N+:8]([O-:10])=[O:9])=[CH:4][N:3]=1.[CH3:11][O:12][CH2:13][CH2:14][OH:15].[H-].[Na+].C(O)(=O)C. The catalyst is CN(C)C=O. The product is [CH3:11][O:12][CH2:13][CH2:14][O:15][C:2]1[CH:7]=[CH:6][C:5]([N+:8]([O-:10])=[O:9])=[CH:4][N:3]=1. The yield is 0.630. (2) The reactants are [CH:1]1[CH2:6][CH:5]=[CH:4][CH2:3][CH:2]=1.[Li]C(CC)C.CN(CCN(C)C)C.[Si:20](Cl)([CH3:23])([CH3:22])[CH3:21]. No catalyst specified. The product is [CH:1]1([Si:20]([CH3:23])([CH3:22])[CH3:21])[CH:6]=[CH:5][CH2:4][CH:3]=[CH:2]1. The yield is 0.700. (3) The reactants are [Br:1][C:2]1[CH:3]=[CH:4][C:5](F)=[C:6]([CH:9]=1)[CH:7]=O.[NH2:11][NH2:12]. No catalyst specified. The product is [Br:1][C:2]1[CH:9]=[C:6]2[C:5](=[CH:4][CH:3]=1)[NH:12][N:11]=[CH:7]2. The yield is 0.380. (4) The reactants are [Cl:1][C:2]1[CH:22]=[CH:21][CH:20]=[CH:19][C:3]=1[CH:4]([O:12][CH:13]1[CH2:18][CH2:17][NH:16][CH2:15][CH2:14]1)[C:5]1[CH:10]=[CH:9][C:8]([Cl:11])=[CH:7][CH:6]=1.[C:23]([N:27]=[C:28]=[S:29])([CH3:26])([CH3:25])[CH3:24].CC[NH+](CC)CC.CC[NH+](CC)CC.C([O-])([O-])=O.C(O)C(N)(CO)CO. The catalyst is ClCCl. The product is [Cl:1][C:2]1[CH:22]=[CH:21][CH:20]=[CH:19][C:3]=1[CH:4]([O:12][CH:13]1[CH2:18][CH2:17][N:16]([C:28](=[S:29])[NH:27][C:23]([CH3:26])([CH3:25])[CH3:24])[CH2:15][CH2:14]1)[C:5]1[CH:6]=[CH:7][C:8]([Cl:11])=[CH:9][CH:10]=1. The yield is 0.490. (5) The reactants are [Br:1][C:2]1[CH:3]=[C:4]([OH:9])[CH:5]=[C:6]([CH3:8])[CH:7]=1.C([O-])([O-])=O.[K+].[K+].Cl[C:17]1[CH:22]=[CH:21][C:20]([C:23]([F:26])([F:25])[F:24])=[CH:19][N:18]=1. The catalyst is CN(C=O)C. The product is [Br:1][C:2]1[CH:3]=[C:4]([CH:5]=[C:6]([CH3:8])[CH:7]=1)[O:9][C:17]1[CH:22]=[CH:21][C:20]([C:23]([F:26])([F:25])[F:24])=[CH:19][N:18]=1. The yield is 0.845. (6) The reactants are [Cl:1][C:2]1[CH:3]=[C:4]([S:8]([C:11]2[N:12]=[N:13][C:14]([O:17]C)=[CH:15][CH:16]=2)(=[O:10])=[O:9])[CH:5]=[CH:6][CH:7]=1.Cl. The catalyst is O1CCOCC1. The product is [Cl:1][C:2]1[CH:3]=[C:4]([S:8]([C:11]2[CH:16]=[CH:15][C:14](=[O:17])[NH:13][N:12]=2)(=[O:10])=[O:9])[CH:5]=[CH:6][CH:7]=1. The yield is 0.380. (7) The reactants are [Br:1][C:2]1[CH:7]=[CH:6][C:5](F)=[C:4]([N+:9]([O-:11])=[O:10])[CH:3]=1.[CH2:12]([NH:16][CH2:17][CH:18]([CH3:20])[CH3:19])[CH:13]([CH3:15])[CH3:14]. No catalyst specified. The product is [Br:1][C:2]1[CH:7]=[CH:6][C:5]([N:16]([CH2:17][CH:18]([CH3:20])[CH3:19])[CH2:12][CH:13]([CH3:15])[CH3:14])=[C:4]([N+:9]([O-:11])=[O:10])[CH:3]=1. The yield is 0.780. (8) The reactants are [C:1]([O:5][C:6]([NH:8][C@@H:9]1[C@H:13]([CH2:14][OH:15])[CH2:12][N:11]([C:16]([O:18][CH2:19][C:20]2[CH:25]=[CH:24][CH:23]=[CH:22][CH:21]=2)=[O:17])[CH2:10]1)=[O:7])([CH3:4])([CH3:3])[CH3:2].[CH3:26][S:27](Cl)(=[O:29])=[O:28]. No catalyst specified. The product is [C:1]([O:5][C:6]([NH:8][C@@H:9]1[C@H:13]([CH2:14][O:15][S:27]([CH3:26])(=[O:29])=[O:28])[CH2:12][N:11]([C:16]([O:18][CH2:19][C:20]2[CH:21]=[CH:22][CH:23]=[CH:24][CH:25]=2)=[O:17])[CH2:10]1)=[O:7])([CH3:4])([CH3:2])[CH3:3]. The yield is 0.990. (9) The reactants are [NH2:1][C:2]1[C:3]([C:16]([NH2:18])=[O:17])=[N:4][C:5]([C:8]2[CH:13]=[C:12](Br)[CH:11]=[CH:10][C:9]=2[F:15])=[CH:6][N:7]=1.[C:19]([C@:21]1([OH:28])[CH2:25][CH2:24][N:23]([CH3:26])[C:22]1=[O:27])#[CH:20]. No catalyst specified. The product is [NH2:1][C:2]1[C:3]([C:16]([NH2:18])=[O:17])=[N:4][C:5]([C:8]2[CH:13]=[C:12]([C:20]#[C:19][C@:21]3([OH:28])[CH2:25][CH2:24][N:23]([CH3:26])[C:22]3=[O:27])[CH:11]=[CH:10][C:9]=2[F:15])=[CH:6][N:7]=1. The yield is 0.310.